This data is from Reaction yield outcomes from USPTO patents with 853,638 reactions. The task is: Predict the reaction yield, written as a fraction of the theoretical maximum amount of product (1.0 means a 100% yield; for example, 0.34 means a 34% yield). (1) The reactants are [C:1]1([C:7]2[O:11][N:10]=[C:9]([C:12]([O:14][CH2:15][CH3:16])=[O:13])[CH:8]=2)[CH:6]=[CH:5][CH:4]=[CH:3][CH:2]=1.[I:17]N1C(=O)CCC1=O. The catalyst is FC(F)(F)C(O)=O. The product is [I:17][C:8]1[C:9]([C:12]([O:14][CH2:15][CH3:16])=[O:13])=[N:10][O:11][C:7]=1[C:1]1[CH:2]=[CH:3][CH:4]=[CH:5][CH:6]=1. The yield is 0.970. (2) The reactants are Br[C:2]1[CH:7]=[CH:6][C:5]([O:8][C:9]([F:12])([F:11])[F:10])=[CH:4][CH:3]=1.[C:13]([Cu])#[N:14]. The catalyst is CN(C=O)C. The product is [F:10][C:9]([F:12])([F:11])[O:8][C:5]1[CH:6]=[CH:7][C:2]([C:13]#[N:14])=[CH:3][CH:4]=1. The yield is 0.210. (3) The reactants are Br[C:2]1[C:3]([CH3:10])=[CH:4][C:5]([O:8][CH3:9])=[N:6][CH:7]=1.[CH3:11][O:12][C:13]1[CH:18]=[CH:17][C:16](B(O)O)=[CH:15][CH:14]=1. No catalyst specified. The product is [CH3:9][O:8][C:5]1[CH:4]=[C:3]([CH3:10])[C:2]([C:16]2[CH:17]=[CH:18][C:13]([O:12][CH3:11])=[CH:14][CH:15]=2)=[CH:7][N:6]=1. The yield is 0.810.